From a dataset of Forward reaction prediction with 1.9M reactions from USPTO patents (1976-2016). Predict the product of the given reaction. (1) Given the reactants Br[C:2]1[S:22][C:5]2=[N:6][C:7]([CH3:21])=[CH:8][C:9]([NH:10][S:11]([C:14]3[CH:19]=[CH:18][CH:17]=[C:16]([Cl:20])[CH:15]=3)(=[O:13])=[O:12])=[C:4]2[C:3]=1[C:23]1[CH:28]=[CH:27][CH:26]=[C:25]([O:29][CH3:30])[CH:24]=1.[O:31]1[CH:35]=[CH:34][C:33](B(O)O)=[CH:32]1.C(=O)([O-])[O-].[Na+].[Na+], predict the reaction product. The product is: [Cl:20][C:16]1[CH:15]=[C:14]([S:11]([NH:10][C:9]2[CH:8]=[C:7]([CH3:21])[N:6]=[C:5]3[S:22][C:2]([C:33]4[CH:34]=[CH:35][O:31][CH:32]=4)=[C:3]([C:23]4[CH:28]=[CH:27][CH:26]=[C:25]([O:29][CH3:30])[CH:24]=4)[C:4]=23)(=[O:13])=[O:12])[CH:19]=[CH:18][CH:17]=1. (2) Given the reactants [Br:1][C:2]1[CH:9]=[CH:8][C:5]([CH:6]=[O:7])=[CH:4][C:3]=1[N+:10]([O-])=O.S(S([O-])=O)([O-])=O.[Na+].[Na+].C([O-])([O-])=O.[K+].[K+], predict the reaction product. The product is: [NH2:10][C:3]1[CH:4]=[C:5]([CH:8]=[CH:9][C:2]=1[Br:1])[CH:6]=[O:7].